From a dataset of Forward reaction prediction with 1.9M reactions from USPTO patents (1976-2016). Predict the product of the given reaction. Given the reactants Cl[C:2](Cl)([O:4][C:5](=[O:11])OC(Cl)(Cl)Cl)Cl.C[C:14]1[CH:19]=[CH:18][CH:17]=[CH:16][C:15]=1O.CCN(CC)CC.[NH:28]1[CH2:33][CH2:32][CH:31]([CH2:34][CH2:35][CH2:36][CH2:37][C:38]2[CH:43]=[CH:42][N:41]=[CH:40][CH:39]=2)[CH2:30][CH2:29]1, predict the reaction product. The product is: [C:16]1([CH3:17])[CH:15]=[CH:14][CH:19]=[CH:18][C:2]=1[O:4][C:5]([N:41]1[CH2:40][CH2:39][CH:38]([CH2:37][CH2:36][CH2:35][CH2:34][C:31]2[CH:30]=[CH:29][N:28]=[CH:33][CH:32]=2)[CH2:43][CH2:42]1)=[O:11].